Predict the reactants needed to synthesize the given product. From a dataset of Full USPTO retrosynthesis dataset with 1.9M reactions from patents (1976-2016). (1) The reactants are: [F:1][C:2]([F:23])([F:22])[C@@H:3]1[CH2:8][CH2:7][C@H:6]([O:9][C:10]2[CH:19]=[C:18]3[C:13]([CH:14]=[CH:15][C:16]([CH:20]=[O:21])=[CH:17]3)=[CH:12][CH:11]=2)[CH2:5][CH2:4]1.C1C(=O)N([Cl:31])C(=O)C1.C(O)(C(F)(F)F)=O. Given the product [Cl:31][C:19]1[C:10]([O:9][C@H:6]2[CH2:7][CH2:8][C@@H:3]([C:2]([F:22])([F:23])[F:1])[CH2:4][CH2:5]2)=[CH:11][CH:12]=[C:13]2[C:18]=1[CH:17]=[C:16]([CH:20]=[O:21])[CH:15]=[CH:14]2, predict the reactants needed to synthesize it. (2) The reactants are: [NH2:1][S:2]([C:5]1[CH:6]=[C:7]2[C:11](=[CH:12][CH:13]=1)[NH:10][C:9](=[O:14])[CH2:8]2)(=[O:4])=[O:3].[NH:15]1[C:23]2[C:18](=[CH:19][CH:20]=[CH:21][CH:22]=2)[C:17]([CH:24]=O)=[CH:16]1. Given the product [NH:15]1[C:23]2[C:18](=[CH:19][CH:20]=[CH:21][CH:22]=2)[C:17]([CH:24]=[C:8]2[C:7]3[C:11](=[CH:12][CH:13]=[C:5]([S:2]([NH2:1])(=[O:4])=[O:3])[CH:6]=3)[NH:10][C:9]2=[O:14])=[CH:16]1, predict the reactants needed to synthesize it.